This data is from Forward reaction prediction with 1.9M reactions from USPTO patents (1976-2016). The task is: Predict the product of the given reaction. (1) The product is: [CH3:10][C:7]1([CH3:11])[C:6]2[CH:12]=[C:2]([CH:18]([OH:22])[CH:19]([CH3:21])[CH3:20])[CH:3]=[CH:4][C:5]=2[O:9][CH2:8]1. Given the reactants Br[C:2]1[CH:3]=[CH:4][C:5]2[O:9][CH2:8][C:7]([CH3:11])([CH3:10])[C:6]=2[CH:12]=1.[Li]CCCC.[CH:18](=[O:22])[CH:19]([CH3:21])[CH3:20].[Cl-].[NH4+], predict the reaction product. (2) Given the reactants [N+:1]([C:4]1[CH:9]=[CH:8][C:7]([N:10]=[N:11][C:12]2[CH:20]=[C:16]([C:17]([OH:19])=O)[C:15]([OH:21])=[CH:14][CH:13]=2)=[CH:6][CH:5]=1)([O-:3])=[O:2].[F:22][C:23]([F:36])([F:35])[C:24]1[CH:25]=[C:26]([CH:28]=[C:29]([C:31]([F:34])([F:33])[F:32])[CH:30]=1)[NH2:27], predict the reaction product. The product is: [F:22][C:23]([F:35])([F:36])[C:24]1[CH:25]=[C:26]([NH:27][C:17](=[O:19])[C:16]2[CH:20]=[C:12]([N:11]=[N:10][C:7]3[CH:6]=[CH:5][C:4]([N+:1]([O-:3])=[O:2])=[CH:9][CH:8]=3)[CH:13]=[CH:14][C:15]=2[OH:21])[CH:28]=[C:29]([C:31]([F:32])([F:34])[F:33])[CH:30]=1. (3) Given the reactants [Cl-].[NH4+].Br[C@H:4]1[CH2:8][O:7][C@@H:6]2[C@H:9]([CH3:12])[CH2:10][O:11][C@H:5]12.C(N(CC)CC)C.[CH3:20][S:21](Cl)(=[O:23])=[O:22], predict the reaction product. The product is: [CH3:20][S:21]([O:11][CH2:10][C@H:9]([C@@H:6]1[CH:5]=[CH:4][CH2:8][O:7]1)[CH3:12])(=[O:23])=[O:22]. (4) Given the reactants C(OC([NH:11][CH:12]([CH2:25][N:26]([CH2:40][CH2:41][NH:42]C(OCC1C=CC=CC=1)=O)[CH2:27][CH2:28][NH:29]C(OCC1C=CC=CC=1)=O)[CH2:13][CH2:14][CH2:15][CH2:16][NH:17][C:18](=[O:24])[O:19][C:20]([CH3:23])([CH3:22])[CH3:21])=O)C1C=CC=CC=1.O, predict the reaction product. The product is: [NH2:11][CH:12]([CH2:25][N:26]([CH2:27][CH2:28][NH2:29])[CH2:40][CH2:41][NH2:42])[CH2:13][CH2:14][CH2:15][CH2:16][NH:17][C:18](=[O:24])[O:19][C:20]([CH3:23])([CH3:22])[CH3:21]. (5) Given the reactants [Li]CCCC.Br[C:7]1[CH:8]=[C:9]2[C:14](=[CH:15][CH:16]=1)[O:13][C:12]([CH3:18])([CH3:17])[CH:11]=[CH:10]2.[CH3:19][O:20][C:21]1[CH:22]=[C:23]2[C:28](=[CH:29][C:30]=1[O:31][CH3:32])[O:27][CH2:26][CH2:25][CH:24]2[CH:33]=[O:34].[NH4+].[Cl-], predict the reaction product. The product is: [CH3:19][O:20][C:21]1[CH:22]=[C:23]2[C:28](=[CH:29][C:30]=1[O:31][CH3:32])[O:27][CH2:26][CH2:25][CH:24]2[CH:33]([C:7]1[CH:8]=[C:9]2[C:14](=[CH:15][CH:16]=1)[O:13][C:12]([CH3:18])([CH3:17])[CH:11]=[CH:10]2)[OH:34].